This data is from Catalyst prediction with 721,799 reactions and 888 catalyst types from USPTO. The task is: Predict which catalyst facilitates the given reaction. (1) The catalyst class is: 6. Reactant: Br[CH2:2][CH2:3][C:4]1[CH:9]=[CH:8][C:7]([N+:10]([O-:12])=[O:11])=[CH:6][CH:5]=1.[NH:13]1[CH:17]=[CH:16][CH:15]=[N:14]1.[OH-].[K+]. Product: [N+:10]([C:7]1[CH:8]=[CH:9][C:4]([CH2:3][CH2:2][N:13]2[CH:17]=[CH:16][CH:15]=[N:14]2)=[CH:5][CH:6]=1)([O-:12])=[O:11]. (2) Reactant: [CH3:1][C:2](=[CH2:18])[CH2:3][O:4][CH2:5][C@H:6]1[CH2:10][CH2:9][CH2:8][N:7]1[C:11]([O:13][C:14]([CH3:17])([CH3:16])[CH3:15])=[O:12]. Product: [CH2:3]([O:4][CH2:5][C@H:6]1[CH2:10][CH2:9][CH2:8][N:7]1[C:11]([O:13][C:14]([CH3:16])([CH3:15])[CH3:17])=[O:12])[CH:2]([CH3:18])[CH3:1]. The catalyst class is: 178. (3) Reactant: [C:1]1([CH3:9])[CH:6]=[CH:5][CH:4]=[CH:3][C:2]=1[Mg]Br.O1CCCC1.[CH2:15]([N:22]1[CH2:27][CH2:26][C:25](=O)[CH2:24][CH2:23]1)[C:16]1[CH:21]=[CH:20][CH:19]=[CH:18][CH:17]=1.[Cl-].[NH4+]. Product: [CH2:15]([N:22]1[CH2:27][CH:26]=[C:25]([C:2]2[CH:3]=[CH:4][CH:5]=[CH:6][C:1]=2[CH3:9])[CH2:24][CH2:23]1)[C:16]1[CH:21]=[CH:20][CH:19]=[CH:18][CH:17]=1. The catalyst class is: 7. (4) Reactant: [F:1][C:2]([F:7])([F:6])[C:3]([OH:5])=[O:4].[C:8]([C:10]1[CH:11]=[C:12]([C:20]2[O:24][N:23]=[C:22]([C:25]3[CH:42]=[CH:41][C:28]4[CH2:29][CH2:30][N:31](C(OC(C)(C)C)=O)[CH2:32][CH2:33][C:27]=4[C:26]=3[CH3:43])[N:21]=2)[CH:13]=[CH:14][C:15]=1[O:16][CH:17]([CH3:19])[CH3:18])#[N:9]. Product: [F:1][C:2]([F:7])([F:6])[C:3]([OH:5])=[O:4].[CH3:19][CH:17]([O:16][C:15]1[CH:14]=[CH:13][C:12]([C:20]2[O:24][N:23]=[C:22]([C:25]3[CH:42]=[CH:41][C:28]4[CH2:29][CH2:30][NH:31][CH2:32][CH2:33][C:27]=4[C:26]=3[CH3:43])[N:21]=2)=[CH:11][C:10]=1[C:8]#[N:9])[CH3:18]. The catalyst class is: 2. (5) Reactant: S(Cl)([Cl:3])=O.[Cl:5][C:6]1[CH:7]=[CH:8][CH:9]=[C:10]2[C:15]=1[N:14]=[C:13]([C:16]1[CH:21]=[CH:20][CH:19]=[CH:18][C:17]=1[F:22])[C:12]([CH2:23]O)=[CH:11]2. Product: [Cl:5][C:6]1[CH:7]=[CH:8][CH:9]=[C:10]2[C:15]=1[N:14]=[C:13]([C:16]1[CH:21]=[CH:20][CH:19]=[CH:18][C:17]=1[F:22])[C:12]([CH2:23][Cl:3])=[CH:11]2. The catalyst class is: 2. (6) Reactant: [CH3:1][C@H:2]1[CH2:7][N:6]([CH2:8][C:9]2[CH:14]=[CH:13][C:12]([OH:15])=[CH:11][CH:10]=2)[CH2:5][C@@H:4]([CH3:16])[O:3]1.C([O-])([O-])=O.[Cs+].[Cs+].Br[CH2:24][CH2:25][CH2:26][CH2:27][CH2:28][S:29][C:30]1[C:39]2[C:34](=[CH:35][C:36]([C:40]([F:43])([F:42])[F:41])=[CH:37][CH:38]=2)[N:33]=[CH:32][CH:31]=1. Product: [CH3:1][C@H:2]1[CH2:7][N:6]([CH2:8][C:9]2[CH:14]=[CH:13][C:12]([O:15][CH2:24][CH2:25][CH2:26][CH2:27][CH2:28][S:29][C:30]3[C:39]4[C:34](=[CH:35][C:36]([C:40]([F:43])([F:41])[F:42])=[CH:37][CH:38]=4)[N:33]=[CH:32][CH:31]=3)=[CH:11][CH:10]=2)[CH2:5][C@@H:4]([CH3:16])[O:3]1. The catalyst class is: 3.